This data is from Ames mutagenicity test results for genotoxicity prediction. The task is: Regression/Classification. Given a drug SMILES string, predict its toxicity properties. Task type varies by dataset: regression for continuous values (e.g., LD50, hERG inhibition percentage) or binary classification for toxic/non-toxic outcomes (e.g., AMES mutagenicity, cardiotoxicity, hepatotoxicity). Dataset: ames. (1) The drug is CCCC(=O)Nc1ccc(OC[C@H](O)CNC(C)C)c(C(C)=O)c1. The result is 0 (non-mutagenic). (2) The molecule is CCOC(=O)[C@@H]1O[C@H]1c1ccccc1. The result is 0 (non-mutagenic).